This data is from Drug-target binding data from BindingDB using IC50 measurements. The task is: Regression. Given a target protein amino acid sequence and a drug SMILES string, predict the binding affinity score between them. We predict pIC50 (pIC50 = -log10(IC50 in M); higher means more potent). Dataset: bindingdb_ic50. The small molecule is CCCS(=O)(=O)N1CC(N2CCN(c3cccc4c3cnn4-c3ccccc3F)C2=O)C1. The target protein (Q9Y5Y9) has sequence MEFPIGSLETNNFRRFTPESLVEIEKQIAAKQGTKKAREKHREQKDQEEKPRPQLDLKACNQLPKFYGELPAELIGEPLEDLDPFYSTHRTFMVLNKGRTISRFSATRALWLFSPFNLIRRTAIKVSVHSWFSLFITVTILVNCVCMTRTDLPEKIEYVFTVIYTFEALIKILARGFCLNEFTYLRDPWNWLDFSVITLAYVGTAIDLRGISGLRTFRVLRALKTVSVIPGLKVIVGALIHSVKKLADVTILTIFCLSVFALVGLQLFKGNLKNKCVKNDMAVNETTNYSSHRKPDIYINKRGTSDPLLCGNGSDSGHCPDGYICLKTSDNPDFNYTSFDSFAWAFLSLFRLMTQDSWERLYQQTLRTSGKIYMIFFVLVIFLGSFYLVNLILAVVTMAYEEQNQATTDEIEAKEKKFQEALEMLRKEQEVLAALGIDTTSLHSHNGSPLTSKNASERRHRIKPRVSEGSTEDNKSPRSDPYNQRRMSFLGLASGKRRAS.... The pIC50 is 5.8.